Dataset: Full USPTO retrosynthesis dataset with 1.9M reactions from patents (1976-2016). Task: Predict the reactants needed to synthesize the given product. (1) Given the product [C:9]([Si:6]([O:5][CH2:1][CH2:2][CH2:3][I:14])([CH3:8])[CH3:7])([CH3:12])([CH3:11])[CH3:10], predict the reactants needed to synthesize it. The reactants are: [CH2:1]([OH:5])[CH2:2][CH2:3]O.[Si:6](Cl)([C:9]([CH3:12])([CH3:11])[CH3:10])([CH3:8])[CH3:7].[I:14]I. (2) Given the product [Br:19][CH2:20][C:21]1[CH:30]=[C:29]2[C:24]([C:25]([C:33]3[CH:34]=[CH:35][C:36]([F:39])=[CH:37][CH:38]=3)=[CH:26][C:27]([C:31]([NH2:32])=[O:2])=[N:28]2)=[CH:23][CH:22]=1, predict the reactants needed to synthesize it. The reactants are: C([O-])([O-])=[O:2].C([O-])([O-])=O.OO.OO.OO.[Na+].[Na+].[Na+].[Na+].[Br:19][CH2:20][C:21]1[CH:30]=[C:29]2[C:24]([C:25]([C:33]3[CH:38]=[CH:37][C:36]([F:39])=[CH:35][CH:34]=3)=[CH:26][C:27]([C:31]#[N:32])=[N:28]2)=[CH:23][CH:22]=1.